This data is from Forward reaction prediction with 1.9M reactions from USPTO patents (1976-2016). The task is: Predict the product of the given reaction. (1) Given the reactants [CH2:1]1[O:9][C:8]2[CH:7]=[CH:6][C:5](B(O)O)=[CH:4][C:3]=2[O:2]1.C(=O)([O-])[O-].[Na+].[Na+].Br[C:20]1[CH:29]=[CH:28][C:27]2[N:26]=[CH:25][C:24]3[N:30]=[CH:31][N:32]([C:33]4[CH:38]=[CH:37][C:36]([CH2:39][C:40]#[N:41])=[CH:35][CH:34]=4)[C:23]=3[C:22]=2[CH:21]=1, predict the reaction product. The product is: [O:9]1[C:8]2[CH:7]=[CH:6][C:5]([C:20]3[CH:29]=[CH:28][C:27]4[N:26]=[CH:25][C:24]5[N:30]=[CH:31][N:32]([C:33]6[CH:38]=[CH:37][C:36]([CH2:39][C:40]#[N:41])=[CH:35][CH:34]=6)[C:23]=5[C:22]=4[CH:21]=3)=[CH:4][C:3]=2[O:2][CH2:1]1. (2) Given the reactants [Br:1][C:2]1[CH:8]=[C:7]([Br:9])[CH:6]=[CH:5][C:3]=1[NH2:4].[F:10][C:11]1[CH:19]=[CH:18][C:14]([C:15](Cl)=[O:16])=[CH:13][CH:12]=1, predict the reaction product. The product is: [Br:1][C:2]1[CH:8]=[C:7]([Br:9])[CH:6]=[CH:5][C:3]=1[NH:4][C:15](=[O:16])[C:14]1[CH:18]=[CH:19][C:11]([F:10])=[CH:12][CH:13]=1. (3) The product is: [F:24][C:22]1[CH:21]=[C:20]([C:25]2[CH:26]=[CH:27][C:28]([NH:31][C:13]([C@H:10]3[CH2:9][CH2:8][C@H:7]([N:4]4[CH2:5][CH2:6][N:2]([CH3:1])[C:3]4=[O:16])[CH2:12][CH2:11]3)=[O:15])=[N:29][CH:30]=2)[CH:19]=[C:18]([F:17])[CH:23]=1. Given the reactants [CH3:1][N:2]1[CH2:6][CH2:5][N:4]([C@H:7]2[CH2:12][CH2:11][C@H:10]([C:13]([OH:15])=O)[CH2:9][CH2:8]2)[C:3]1=[O:16].[F:17][C:18]1[CH:19]=[C:20]([C:25]2[CH:26]=[CH:27][C:28]([NH2:31])=[N:29][CH:30]=2)[CH:21]=[C:22]([F:24])[CH:23]=1, predict the reaction product. (4) Given the reactants Cl.[Br:2][C:3]1[CH:15]=[CH:14][C:13]([O:16][CH3:17])=[CH:12][C:4]=1[CH2:5][CH:6]1[CH2:11][CH2:10][NH:9][CH2:8][CH2:7]1.Br[CH2:19][CH:20]1[CH2:29][C:28]2[C:23](=[CH:24][CH:25]=[CH:26][CH:27]=2)[N:22]([C:30]([O:32][C:33]([CH3:36])([CH3:35])[CH3:34])=[O:31])[CH2:21]1.C(=O)([O-])[O-].[K+].[K+], predict the reaction product. The product is: [Br:2][C:3]1[CH:15]=[CH:14][C:13]([O:16][CH3:17])=[CH:12][C:4]=1[CH2:5][CH:6]1[CH2:7][CH2:8][N:9]([CH2:19][CH:20]2[CH2:29][C:28]3[C:23](=[CH:24][CH:25]=[CH:26][CH:27]=3)[N:22]([C:30]([O:32][C:33]([CH3:34])([CH3:36])[CH3:35])=[O:31])[CH2:21]2)[CH2:10][CH2:11]1. (5) Given the reactants [CH3:1][NH:2][C:3]([CH3:15])=[CH:4][C:5]([O:7][CH2:8][C:9]1[CH:14]=[CH:13][CH:12]=[CH:11][CH:10]=1)=[O:6].N1C=CC=CC=1.S(OS([C:25]([F:28])([F:27])[F:26])(=O)=O)([C:25]([F:28])([F:27])[F:26])(=O)=O.C1C[O:40][CH2:39]C1, predict the reaction product. The product is: [CH3:1][NH:2][C:3]([CH3:15])=[C:4]([C:39](=[O:40])[C:25]([F:28])([F:27])[F:26])[C:5]([O:7][CH2:8][C:9]1[CH:10]=[CH:11][CH:12]=[CH:13][CH:14]=1)=[O:6]. (6) Given the reactants [C:1]([NH:4][C:5]1[S:6][C:7]([C:11]2[N:12]=[C:13]([C:16](Cl)=[O:17])[S:14][CH:15]=2)=[C:8]([CH3:10])[N:9]=1)(=[O:3])[CH3:2].C([N:21](CC)CC)C, predict the reaction product. The product is: [C:1]([NH:4][C:5]1[S:6][C:7]([C:11]2[N:12]=[C:13]([C:16]([NH2:21])=[O:17])[S:14][CH:15]=2)=[C:8]([CH3:10])[N:9]=1)(=[O:3])[CH3:2]. (7) Given the reactants [F:1][C:2]1[CH:3]=[C:4]([C:9]2[CH:14]=[C:13]([C:15]([F:18])([F:17])[F:16])[N:12]3[N:19]=[CH:20][C:21]([C:22]([OH:24])=O)=[C:11]3[N:10]=2)[CH:5]=[CH:6][C:7]=1[F:8].[CH3:25][S:26]([C:29]1[CH:30]=[C:31]([NH2:35])[CH:32]=[CH:33][CH:34]=1)(=[O:28])=[O:27].Cl, predict the reaction product. The product is: [CH3:25][S:26]([C:29]1[CH:30]=[C:31]([NH:35][C:22]([C:21]2[CH:20]=[N:19][N:12]3[C:13]([C:15]([F:17])([F:18])[F:16])=[CH:14][C:9]([C:4]4[CH:5]=[CH:6][C:7]([F:8])=[C:2]([F:1])[CH:3]=4)=[N:10][C:11]=23)=[O:24])[CH:32]=[CH:33][CH:34]=1)(=[O:27])=[O:28]. (8) Given the reactants [NH2:1][C:2]1[CH:3]=[C:4]2[C:9](=[CH:10][CH:11]=1)[CH:8]=[C:7]([C:12]([OH:14])=[O:13])[CH:6]=[CH:5]2.S(Cl)(Cl)=O.[CH2:19](O)[CH3:20], predict the reaction product. The product is: [CH2:19]([O:13][C:12]([C:7]1[CH:6]=[CH:5][C:4]2[C:9](=[CH:10][CH:11]=[C:2]([NH2:1])[CH:3]=2)[CH:8]=1)=[O:14])[CH3:20]. (9) Given the reactants C(N(CC)CC)C.Cl[C:9](=[O:18])[CH2:10][CH2:11][CH2:12][CH2:13][C:14]([O:16][CH3:17])=[O:15].[Cl:19][C:20]1[CH:21]=[CH:22][C:23]2[N:29]([CH2:30][C:31]([CH3:34])([CH3:33])[CH3:32])[C:28](=[O:35])[C@@H:27]([CH2:36][C:37](=[N:39]O)[NH2:38])[O:26][C@H:25]([C:41]3[CH:46]=[CH:45][CH:44]=[C:43]([O:47][CH3:48])[C:42]=3[O:49][CH3:50])[C:24]=2[CH:51]=1, predict the reaction product. The product is: [Cl:19][C:20]1[CH:21]=[CH:22][C:23]2[N:29]([CH2:30][C:31]([CH3:34])([CH3:32])[CH3:33])[C:28](=[O:35])[C@@H:27]([CH2:36][C:37]3[N:39]=[C:9]([CH2:10][CH2:11][CH2:12][CH2:13][C:14]([O:16][CH3:17])=[O:15])[O:18][N:38]=3)[O:26][C@H:25]([C:41]3[CH:46]=[CH:45][CH:44]=[C:43]([O:47][CH3:48])[C:42]=3[O:49][CH3:50])[C:24]=2[CH:51]=1. (10) Given the reactants Cl.[NH2:2][C@@H:3]([CH2:8][C:9]1[CH:14]=[CH:13][CH:12]=[CH:11][CH:10]=1)[C:4](=[O:7])[CH2:5][Cl:6].Cl[C:16]([O:18][CH2:19][C:20]1[CH:25]=[CH:24][CH:23]=[CH:22][CH:21]=1)=[O:17].C(=O)([O-])O.[Na+], predict the reaction product. The product is: [CH2:19]([O:18][C:16]([NH:2][C@@H:3]([CH2:8][C:9]1[CH:14]=[CH:13][CH:12]=[CH:11][CH:10]=1)[C:4](=[O:7])[CH2:5][Cl:6])=[O:17])[C:20]1[CH:25]=[CH:24][CH:23]=[CH:22][CH:21]=1.